From a dataset of Full USPTO retrosynthesis dataset with 1.9M reactions from patents (1976-2016). Predict the reactants needed to synthesize the given product. (1) The reactants are: [F:1][CH:2]([F:37])[C:3]1[N:7]([C:8]2[N:13]=[C:12]([N:14]3[CH2:19][CH2:18][O:17][CH2:16][CH2:15]3)[N:11]=[C:10]([N:20]3[CH2:25][CH2:24][N:23]([S:26]([CH:29]=[CH2:30])(=[O:28])=[O:27])[CH2:22][CH2:21]3)[N:9]=2)[C:6]2[CH:31]=[CH:32][CH:33]=[C:34]([O:35][CH3:36])[C:5]=2[N:4]=1.[OH:38][CH2:39][CH2:40][N:41]1[CH2:46][CH2:45][NH:44][CH2:43][CH2:42]1. Given the product [F:37][CH:2]([F:1])[C:3]1[N:7]([C:8]2[N:13]=[C:12]([N:14]3[CH2:15][CH2:16][O:17][CH2:18][CH2:19]3)[N:11]=[C:10]([N:20]3[CH2:21][CH2:22][N:23]([S:26]([CH2:29][CH2:30][N:44]4[CH2:45][CH2:46][N:41]([CH2:40][CH2:39][OH:38])[CH2:42][CH2:43]4)(=[O:28])=[O:27])[CH2:24][CH2:25]3)[N:9]=2)[C:6]2[CH:31]=[CH:32][CH:33]=[C:34]([O:35][CH3:36])[C:5]=2[N:4]=1, predict the reactants needed to synthesize it. (2) Given the product [Br:1][C:2]1[CH:3]=[N:4][CH:5]=[C:6]2[C:11]=1[N:10]=[C:9]([C:12]([NH:15][CH2:16][CH2:17][OH:18])=[O:14])[CH:8]=[CH:7]2, predict the reactants needed to synthesize it. The reactants are: [Br:1][C:2]1[CH:3]=[N:4][CH:5]=[C:6]2[C:11]=1[N:10]=[C:9]([C:12]([OH:14])=O)[CH:8]=[CH:7]2.[NH2:15][CH2:16][CH2:17][OH:18]. (3) Given the product [C:21]([NH:24][C:13]([C:9]1[CH:10]=[C:11]2[C:6](=[CH:7][CH:8]=1)[NH:5][C:4](=[O:16])[C:3]([N:2]([CH3:1])[CH:17]([CH3:19])[CH3:18])=[N:12]2)=[O:15])([CH3:23])([CH3:22])[CH3:20], predict the reactants needed to synthesize it. The reactants are: [CH3:1][N:2]([CH:17]([CH3:19])[CH3:18])[C:3]1[C:4](=[O:16])[NH:5][C:6]2[C:11]([N:12]=1)=[CH:10][C:9]([C:13]([OH:15])=O)=[CH:8][CH:7]=2.[CH3:20][C:21]([NH2:24])([CH3:23])[CH3:22].C(P1(=O)OP(CCC)(=O)OP(CCC)(=O)O1)CC.